From a dataset of Full USPTO retrosynthesis dataset with 1.9M reactions from patents (1976-2016). Predict the reactants needed to synthesize the given product. (1) The reactants are: [O-]P([O-])([O-])=O.[K+].[K+].[K+].[O:9]1[CH:13]=[CH:12][C:11](B(O)O)=[CH:10]1.[Si:17]([O:24][CH2:25][C:26]1[CH:31]=[CH:30][CH:29]=[CH:28][C:27]=1[C:32]1[CH:33]=[CH:34][C:35]2[N:36]([CH:38]=[C:39](Cl)[N:40]=2)[CH:37]=1)([C:20]([CH3:23])([CH3:22])[CH3:21])([CH3:19])[CH3:18]. Given the product [Si:17]([O:24][CH2:25][C:26]1[CH:31]=[CH:30][CH:29]=[CH:28][C:27]=1[C:32]1[CH:33]=[CH:34][C:35]2[N:36]([CH:38]=[C:39]([C:11]3[CH:12]=[CH:13][O:9][CH:10]=3)[N:40]=2)[CH:37]=1)([C:20]([CH3:23])([CH3:21])[CH3:22])([CH3:19])[CH3:18], predict the reactants needed to synthesize it. (2) Given the product [CH:33]1([CH2:38][CH2:39][C:40]([N:42]=[C:43]=[S:44])=[O:41])[CH2:34][CH2:35][CH2:36][CH2:37]1.[CH:33]1([CH2:38][CH2:39][C:40]([NH:42][C:43]([NH:30][C:29]2[CH:31]=[CH:32][C:26]([O:25][C:16]3[C:15]4[C:20](=[CH:21][C:22]([O:23][CH3:24])=[C:13]([O:12][CH3:11])[CH:14]=4)[N:19]=[CH:18][CH:17]=3)=[CH:27][CH:28]=2)=[S:44])=[O:41])[CH2:34][CH2:35][CH2:36][CH2:37]1, predict the reactants needed to synthesize it. The reactants are: C1(CCC(Cl)=O)CCCC1.[CH3:11][O:12][C:13]1[CH:14]=[C:15]2[C:20](=[CH:21][C:22]=1[O:23][CH3:24])[N:19]=[CH:18][CH:17]=[C:16]2[O:25][C:26]1[CH:32]=[CH:31][C:29]([NH2:30])=[CH:28][CH:27]=1.[CH:33]1([CH2:38][CH2:39][C:40]([N:42]=[C:43]=[S:44])=[O:41])[CH2:37][CH2:36][CH2:35][CH2:34]1. (3) Given the product [CH3:11][C:4]1[CH:5]=[CH:6][C:7]([N+:8]([O-:10])=[O:9])=[C:2]([N:23]2[CH2:22][CH2:21][CH:20]([NH:19][C:12](=[O:13])[O:14][C:15]([CH3:17])([CH3:16])[CH3:18])[CH2:25][CH2:24]2)[CH:3]=1, predict the reactants needed to synthesize it. The reactants are: F[C:2]1[CH:3]=[C:4]([CH3:11])[CH:5]=[CH:6][C:7]=1[N+:8]([O-:10])=[O:9].[C:12]([NH:19][CH:20]1[CH2:25][CH2:24][NH:23][CH2:22][CH2:21]1)([O:14][C:15]([CH3:18])([CH3:17])[CH3:16])=[O:13]. (4) Given the product [F:1][C:2]1[CH:7]=[C:6]([F:8])[CH:5]=[C:4]([I:9])[C:3]=1[O:10][CH2:12][CH2:13][CH2:14][O:19][C:16]1[C:4]([I:9])=[CH:3][C:2]([F:1])=[CH:7][C:6]=1[F:8], predict the reactants needed to synthesize it. The reactants are: [F:1][C:2]1[CH:7]=[C:6]([F:8])[CH:5]=[C:4]([I:9])[C:3]=1[OH:10].Br[CH2:12][CH2:13][CH2:14]Br.[C:16](=[O:19])([O-])[O-].[K+].[K+]. (5) Given the product [OH:1][CH2:2][C:3]1[CH:8]=[CH:7][C:6]([C:9]2[CH:14]=[CH:13][CH:12]=[C:11]([CH2:15][CH:16]3[C:23]4[CH:22]=[C:21]([C:24]([OH:26])=[O:25])[NH:20][C:19]=4[CH2:18][CH2:17]3)[CH:10]=2)=[CH:5][CH:4]=1, predict the reactants needed to synthesize it. The reactants are: [OH:1][CH2:2][C:3]1[CH:8]=[CH:7][C:6]([C:9]2[CH:14]=[CH:13][CH:12]=[C:11]([CH2:15][CH:16]3[C:23]4[CH:22]=[C:21]([C:24]([O:26]C)=[O:25])[NH:20][C:19]=4[CH2:18][CH2:17]3)[CH:10]=2)=[CH:5][CH:4]=1.[OH-].[Li+].CO. (6) The reactants are: [Br:1][C:2]1[C:3]([NH:24][S:25]([CH3:28])(=[O:27])=[O:26])=[CH:4][C:5]2[O:9][C:8]([C:10]3[CH:15]=[CH:14][C:13]([F:16])=[CH:12][C:11]=3[F:17])=[C:7]([C:18]([O:20]CC)=[O:19])[C:6]=2[CH:23]=1.[Li+].[OH-].Cl. Given the product [Br:1][C:2]1[C:3]([NH:24][S:25]([CH3:28])(=[O:26])=[O:27])=[CH:4][C:5]2[O:9][C:8]([C:10]3[CH:15]=[CH:14][C:13]([F:16])=[CH:12][C:11]=3[F:17])=[C:7]([C:18]([OH:20])=[O:19])[C:6]=2[CH:23]=1, predict the reactants needed to synthesize it.